Dataset: Forward reaction prediction with 1.9M reactions from USPTO patents (1976-2016). Task: Predict the product of the given reaction. The product is: [CH3:18][O:17][C:14]1[CH:15]=[C:16]2[C:11]([CH:10]=[C:9]([C:19]([O:21][CH3:22])=[O:20])[C:8](=[O:23])[N:7]2[CH2:6][CH:2]=[O:1])=[CH:12][CH:13]=1. Given the reactants [O:1]1CCO[CH:2]1[CH2:6][N:7]1[C:16]2[C:11](=[CH:12][CH:13]=[C:14]([O:17][CH3:18])[CH:15]=2)[CH:10]=[C:9]([C:19]([O:21][CH3:22])=[O:20])[C:8]1=[O:23].FC(F)(F)C(O)=O, predict the reaction product.